From a dataset of Full USPTO retrosynthesis dataset with 1.9M reactions from patents (1976-2016). Predict the reactants needed to synthesize the given product. (1) Given the product [O:1]1[CH:5]=[CH:4][CH:3]=[C:2]1[C:6]1[N:11]=[C:10]2[NH:12][N:13]=[C:14]([NH:15][C:22](=[O:24])[CH3:23])[C:9]2=[CH:8][C:7]=1[C:16]1[CH:21]=[CH:20][N:19]=[CH:18][N:17]=1, predict the reactants needed to synthesize it. The reactants are: [O:1]1[CH:5]=[CH:4][CH:3]=[C:2]1[C:6]1[N:11]=[C:10]2[NH:12][N:13]=[C:14]([NH2:15])[C:9]2=[CH:8][C:7]=1[C:16]1[CH:21]=[CH:20][N:19]=[CH:18][N:17]=1.[C:22](OC(=O)C)(=[O:24])[CH3:23].O. (2) Given the product [OH:2][CH2:3][CH:5]1[CH2:9][N:8]([C@@H:10]([CH2:14][CH3:15])[C:11]([NH2:13])=[O:12])[C:7](=[O:16])[CH2:6]1, predict the reactants needed to synthesize it. The reactants are: C[O:2][C:3]([CH:5]1[CH2:9][N:8]([C@@H:10]([CH2:14][CH3:15])[C:11]([NH2:13])=[O:12])[C:7](=[O:16])[CH2:6]1)=O.[BH4-].[Na+].[NH4+].[Cl-].CC(C)=O. (3) Given the product [ClH:70].[ClH:70].[N:56]1([C:59]2[CH:64]=[CH:63][CH:62]=[CH:61][N:60]=2)[CH2:57][CH2:58][CH:53]([NH:52][C:51]([N:48]2[CH2:47][CH2:46][CH:45]([NH:44][C:42](=[O:43])[NH:41][CH2:40][CH2:39][NH:38][C:37]([C:16]3[N:15]=[C:14]4[C:19]([N:20]=[CH:21][N:13]4[C@@H:11]4[CH2:12][C@H:8]([NH2:7])[C@@H:9]([OH:68])[C@H:10]4[OH:67])=[C:18]([NH:22][CH2:23][CH:24]([C:31]4[CH:36]=[CH:35][CH:34]=[CH:33][CH:32]=4)[C:25]4[CH:26]=[CH:27][CH:28]=[CH:29][CH:30]=4)[N:17]=3)=[O:66])[CH2:50][CH2:49]2)=[O:65])[CH2:54][CH2:55]1, predict the reactants needed to synthesize it. The reactants are: C(OC(=O)[NH:7][C@H:8]1[CH2:12][C@@H:11]([N:13]2[CH:21]=[N:20][C:19]3[C:14]2=[N:15][C:16]([C:37](=[O:66])[NH:38][CH2:39][CH2:40][NH:41][C:42]([NH:44][CH:45]2[CH2:50][CH2:49][N:48]([C:51](=[O:65])[NH:52][CH:53]4[CH2:58][CH2:57][N:56]([C:59]5[CH:64]=[CH:63][CH:62]=[CH:61][N:60]=5)[CH2:55][CH2:54]4)[CH2:47][CH2:46]2)=[O:43])=[N:17][C:18]=3[NH:22][CH2:23][CH:24]([C:31]2[CH:36]=[CH:35][CH:34]=[CH:33][CH:32]=2)[C:25]2[CH:30]=[CH:29][CH:28]=[CH:27][CH:26]=2)[C@H:10]([OH:67])[C@@H:9]1[OH:68])(C)(C)C.[ClH:70]. (4) Given the product [CH2:1]([O:8][C:9](=[O:16])[NH:10][C@H:11]([CH:13]([OH:15])[CH3:14])[CH3:12])[C:2]1[CH:7]=[CH:6][CH:5]=[CH:4][CH:3]=1, predict the reactants needed to synthesize it. The reactants are: [CH2:1]([O:8][C:9](=[O:16])[NH:10][C@H:11]([C:13](=[O:15])[CH3:14])[CH3:12])[C:2]1[CH:7]=[CH:6][CH:5]=[CH:4][CH:3]=1.[BH4-].[Na+]. (5) Given the product [F:1][C:2]1[CH:3]=[C:4]([C:8]2[N:9]=[CH:10][C:11]([C:14]([NH:50][C@H:51]3[C@@H:55]([OH:56])[CH2:54][N:53]([C:57]([O:59][C:60]([CH3:63])([CH3:62])[CH3:61])=[O:58])[CH2:52]3)=[O:16])=[CH:12][N:13]=2)[CH:5]=[CH:6][CH:7]=1, predict the reactants needed to synthesize it. The reactants are: [F:1][C:2]1[CH:3]=[C:4]([C:8]2[N:13]=[CH:12][C:11]([C:14]([OH:16])=O)=[CH:10][N:9]=2)[CH:5]=[CH:6][CH:7]=1.CN(C(ON1N=NC2C=CC=NC1=2)=[N+](C)C)C.F[P-](F)(F)(F)(F)F.CCN(C(C)C)C(C)C.[NH2:50][C@H:51]1[C@@H:55]([OH:56])[CH2:54][N:53]([C:57]([O:59][C:60]([CH3:63])([CH3:62])[CH3:61])=[O:58])[CH2:52]1. (6) Given the product [Cl:23][C:18]1[CH:19]=[CH:20][CH:21]=[CH:22][C:17]=1[O:16][C:14]1[CH2:15][N:11]([C@H:5]([CH2:6][CH:7]([CH3:10])[CH2:8][CH3:9])[C:4]([OH:25])=[O:3])[C:12](=[O:24])[CH:13]=1, predict the reactants needed to synthesize it. The reactants are: C([O:3][C:4](=[O:25])[C@H:5]([N:11]1[CH2:15][C:14]([O:16][C:17]2[CH:22]=[CH:21][CH:20]=[CH:19][C:18]=2[Cl:23])=[CH:13][C:12]1=[O:24])[CH2:6][CH:7]([CH3:10])[CH2:8][CH3:9])C.[OH-].[Li+].